Dataset: Catalyst prediction with 721,799 reactions and 888 catalyst types from USPTO. Task: Predict which catalyst facilitates the given reaction. Reactant: CSC.B.[Br:5][C:6]1[CH:7]=[C:8]2[C:13](=[CH:14][CH:15]=1)[NH:12][C:11](=O)[C:10](=O)[NH:9]2. Product: [Br:5][C:6]1[CH:7]=[C:8]2[C:13](=[CH:14][CH:15]=1)[NH:12][CH2:11][CH2:10][NH:9]2. The catalyst class is: 1.